Dataset: Forward reaction prediction with 1.9M reactions from USPTO patents (1976-2016). Task: Predict the product of the given reaction. (1) Given the reactants [CH2:1](Br)[C:2]1[CH:7]=[CH:6][CH:5]=[CH:4][CH:3]=1.[C:9]([O:17][C:18]1[CH:33]=[CH:32][C:21]([C:22]([O:24][CH2:25][C:26]2[CH:31]=[CH:30][CH:29]=[CH:28][CH:27]=2)=[O:23])=[C:20]([OH:34])[CH:19]=1)(=[O:16])[C:10]1[CH:15]=[CH:14][CH:13]=[CH:12][CH:11]=1.C(=O)([O-])[O-].[Cs+].[Cs+].O, predict the reaction product. The product is: [C:9]([O:17][C:18]1[CH:33]=[CH:32][C:21]([C:22]([O:24][CH2:25][C:26]2[CH:27]=[CH:28][CH:29]=[CH:30][CH:31]=2)=[O:23])=[C:20]([O:34][CH2:1][C:2]2[CH:7]=[CH:6][CH:5]=[CH:4][CH:3]=2)[CH:19]=1)(=[O:16])[C:10]1[CH:15]=[CH:14][CH:13]=[CH:12][CH:11]=1. (2) Given the reactants [Cl:1][C:2]1[C:7]2[N:8]=[CH:9][N:10]([CH3:11])[C:6]=2[C:5]([C:12]([N:14]2[CH2:19][CH2:18][O:17][CH2:16][CH2:15]2)=[O:13])=[CH:4][N:3]=1.[F:20][C:21]1[C:27]([C:28]([F:31])([F:30])[F:29])=[CH:26][CH:25]=[CH:24][C:22]=1[NH2:23], predict the reaction product. The product is: [ClH:1].[F:20][C:21]1[C:27]([C:28]([F:30])([F:31])[F:29])=[CH:26][CH:25]=[CH:24][C:22]=1[NH:23][C:2]1[C:7]2[N:8]=[CH:9][N:10]([CH3:11])[C:6]=2[C:5]([C:12]([N:14]2[CH2:19][CH2:18][O:17][CH2:16][CH2:15]2)=[O:13])=[CH:4][N:3]=1. (3) Given the reactants [N+:1]([C:4]1[CH:12]=[C:11]2[C:7]([C:8](=[O:19])[NH:9][N:10]2[C:13]2[CH:18]=[CH:17][CH:16]=[CH:15][CH:14]=2)=[CH:6][CH:5]=1)([O-:3])=[O:2].CI.[C:22](=O)([O-])[O-].[K+].[K+].CN(C)C=O, predict the reaction product. The product is: [CH3:22][O:19][C:8]1[C:7]2[C:11](=[CH:12][C:4]([N+:1]([O-:3])=[O:2])=[CH:5][CH:6]=2)[N:10]([C:13]2[CH:18]=[CH:17][CH:16]=[CH:15][CH:14]=2)[N:9]=1. (4) Given the reactants [CH3:1][O:2][C:3]([C:5]1[CH:10]=[CH:9][CH:8]=[CH:7][C:6]=1[S:11][CH2:12][CH2:13][C:14]1[CH:24]=[CH:23][C:17]([O:18][CH2:19][C:20]([OH:22])=O)=[CH:16][CH:15]=1)=[O:4].[CH2:25]([NH:32][CH2:33][CH3:34])[C:26]1[CH:31]=[CH:30][CH:29]=[CH:28][CH:27]=1.F[B-](F)(F)F.N1(OC(N(C)C)=[N+](C)C)C2C=CC=CC=2N=N1.C(N(C(C)C)C(C)C)C, predict the reaction product. The product is: [CH2:25]([N:32]([CH2:33][CH3:34])[C:20](=[O:22])[CH2:19][O:18][C:17]1[CH:16]=[CH:15][C:14]([CH2:13][CH2:12][S:11][C:6]2[CH:7]=[CH:8][CH:9]=[CH:10][C:5]=2[C:3]([O:2][CH3:1])=[O:4])=[CH:24][CH:23]=1)[C:26]1[CH:31]=[CH:30][CH:29]=[CH:28][CH:27]=1. (5) Given the reactants C([O:3][C:4](=[O:34])[CH2:5][CH2:6][NH:7][S:8]([C:11]1[S:15][C:14]([NH:16][C:17]([N:19]([CH2:28][CH:29]2C[CH2:32][CH2:31][CH2:30]2)[C:20]2[CH:25]=[CH:24][C:23]([F:26])=[C:22]([F:27])[CH:21]=2)=[O:18])=[N:13][CH:12]=1)(=[O:10])=[O:9])C.[CH:35]1(CN(C2C=CC(F)=C(F)C=2)C(=O)NC2SC=C(CC(O)=O)N=2)CCCC1.FC1C=C(C=CC=1F)N.C1(C=O)CCCC1.C(OC(=O)CCNS(C1SC(N)=NC=1)(=O)=O)C.COC([C@@H]1CCCN1S(C1SC(N)=NC=1)(=O)=O)=O, predict the reaction product. The product is: [CH:28]1([N:19]([C:20]2[CH:25]=[CH:24][C:23]([F:26])=[C:22]([F:27])[CH:21]=2)[C:17](=[O:18])[N:16]([CH3:35])[C:14]2[S:15][C:11]([S:8]([NH:7][CH2:6][CH2:5][C:4]([OH:3])=[O:34])(=[O:9])=[O:10])=[CH:12][N:13]=2)[CH2:32][CH2:31][CH2:30][CH2:29]1. (6) Given the reactants [Br:1][C:2]1[C:3]([Cl:22])=[N:4][CH:5]=[C:6]([CH:21]=1)[C:7]([NH:9][C:10]1[CH:15]=[CH:14][C:13]([O:16][C:17]([F:20])([F:19])[F:18])=[CH:12][CH:11]=1)=[O:8].[CH3:23][NH:24][CH2:25][CH2:26][CH2:27][OH:28].[CH3:29][CH2:30][N:31]([CH:35]([CH3:37])[CH3:36])[CH:32]([CH3:34])[CH3:33], predict the reaction product. The product is: [Br:1][C:2]1[C:3]([N:24]([CH2:25][CH2:26][CH2:27][OH:28])[CH3:23])=[N:4][CH:5]=[C:6]([CH:21]=1)[C:7]([NH:9][C:10]1[CH:15]=[CH:14][C:13]([O:16][C:17]([F:20])([F:19])[F:18])=[CH:12][CH:11]=1)=[O:8].[CH3:29][CH2:30][N:31]([CH:35]([CH3:37])[CH3:36])[CH:32]([CH3:34])[CH3:33].[ClH:22]. (7) Given the reactants Cl[C:2]1[C:7]([Cl:8])=[N:6][N:5]([CH3:9])[C:4](=[O:10])[CH:3]=1.[NH:11]1[CH2:15][CH2:14][CH:13]([C:16]([O:18][CH3:19])=[O:17])[CH2:12]1.Cl.C(N(CC)CC)C, predict the reaction product. The product is: [Cl:8][C:7]1[C:2]([N:11]2[CH2:15][CH2:14][CH:13]([C:16]([O:18][CH3:19])=[O:17])[CH2:12]2)=[CH:3][C:4](=[O:10])[N:5]([CH3:9])[N:6]=1.